This data is from Full USPTO retrosynthesis dataset with 1.9M reactions from patents (1976-2016). The task is: Predict the reactants needed to synthesize the given product. (1) The reactants are: Br[C:2]1[CH:3]=[C:4]([C:8]2[CH:13]=[C:12]([C:14]3[CH:19]=[CH:18][C:17]([C:20]([F:23])([F:22])[F:21])=[CH:16][CH:15]=3)[CH:11]=[C:10]([C:24]([F:27])([F:26])[F:25])[N:9]=2)[CH:5]=[CH:6][CH:7]=1.[S:28]([C:32]1[CH:33]=[N:34][CH:35]=[C:36](B(O)O)[CH:37]=1)(=[O:31])(=[O:30])[NH2:29]. Given the product [F:25][C:24]([F:27])([F:26])[C:10]1[N:9]=[C:8]([C:4]2[CH:3]=[C:2]([C:36]3[CH:37]=[C:32]([S:28]([NH2:29])(=[O:31])=[O:30])[CH:33]=[N:34][CH:35]=3)[CH:7]=[CH:6][CH:5]=2)[CH:13]=[C:12]([C:14]2[CH:19]=[CH:18][C:17]([C:20]([F:23])([F:22])[F:21])=[CH:16][CH:15]=2)[CH:11]=1, predict the reactants needed to synthesize it. (2) The reactants are: [C:1]([C:4]1[CH:9]=[CH:8][C:7]([S:10]([NH2:13])(=[O:12])=[O:11])=[CH:6][CH:5]=1)(=[O:3])[CH3:2].[C:14](OC(=O)C)(=[O:16])[CH3:15]. Given the product [C:1]([C:4]1[CH:5]=[CH:6][C:7]([S:10]([NH:13][C:14](=[O:16])[CH3:15])(=[O:11])=[O:12])=[CH:8][CH:9]=1)(=[O:3])[CH3:2], predict the reactants needed to synthesize it. (3) Given the product [CH2:1]([O:3][C:4](=[O:13])[CH2:5][C:6]1[CH:7]=[CH:8][C:9]([NH2:12])=[C:10]([I:21])[CH:11]=1)[CH3:2], predict the reactants needed to synthesize it. The reactants are: [CH2:1]([O:3][C:4](=[O:13])[CH2:5][C:6]1[CH:11]=[CH:10][C:9]([NH2:12])=[CH:8][CH:7]=1)[CH3:2].C(N(CC)CC)C.[I:21]Cl. (4) Given the product [C:17]([C:12]1[CH:13]=[CH:14][CH:15]=[CH:16][C:11]=1[CH2:10][CH2:9][CH:8]([NH:7][S:38]([C:33]1[C:32]2[CH:31]=[CH:30][NH:29][C:37]=2[CH:36]=[CH:35][CH:34]=1)(=[O:39])=[O:40])[C:19]([N:21]1[CH2:22][CH2:23][CH:24]([CH3:27])[CH2:25][CH2:26]1)=[O:20])#[N:18], predict the reactants needed to synthesize it. The reactants are: C(OC(=O)[NH:7][CH:8]([C:19]([N:21]1[CH2:26][CH2:25][CH:24]([CH3:27])[CH2:23][CH2:22]1)=[O:20])[CH2:9][CH2:10][C:11]1[CH:16]=[CH:15][CH:14]=[CH:13][C:12]=1[C:17]#[N:18])(C)(C)C.[NH:29]1[C:37]2[CH:36]=[CH:35][CH:34]=[C:33]([S:38](Cl)(=[O:40])=[O:39])[C:32]=2[CH:31]=[CH:30]1.